Predict the product of the given reaction. From a dataset of Forward reaction prediction with 1.9M reactions from USPTO patents (1976-2016). (1) Given the reactants [O:1]([CH2:8][C:9]([N:11]1[CH2:16][CH2:15][C:14]2[NH:17][N:18]=[C:19](OS(C(F)(F)F)(=O)=O)[C:13]=2[CH2:12]1)=[O:10])[C:2]1[CH:7]=[CH:6][CH:5]=[CH:4][CH:3]=1.[F:28][C:29]1[CH:34]=[CH:33][CH:32]=[CH:31][C:30]=1B(O)O.[O-]P([O-])([O-])=O.[K+].[K+].[K+].O, predict the reaction product. The product is: [F:28][C:29]1[CH:34]=[CH:33][CH:32]=[CH:31][C:30]=1[C:19]1[C:13]2[CH2:12][N:11]([C:9](=[O:10])[CH2:8][O:1][C:2]3[CH:3]=[CH:4][CH:5]=[CH:6][CH:7]=3)[CH2:16][CH2:15][C:14]=2[NH:17][N:18]=1. (2) Given the reactants Cl.Cl[CH2:3][C:4]1[N:5]=[CH:6][S:7][CH:8]=1.[C:9]([C:11]1[CH:12]=[CH:13][C:14]([C@@H:20]2[C:25]([C:26]#[N:27])=[C:24]([CH3:28])[N:23]([C:29]3[CH:34]=[CH:33][CH:32]=[C:31]([C:35]([F:38])([F:37])[F:36])[CH:30]=3)[C:22](=[O:39])[N:21]2[CH3:40])=[C:15]([S:17]([O-:19])=[O:18])[CH:16]=1)#[N:10].[Na+].C(=O)([O-])[O-].[K+].[K+].[I-].[K+].C1OCCOCCOCCOCCOCCOC1, predict the reaction product. The product is: [C:9]([C:11]1[CH:12]=[CH:13][C:14]([C@@H:20]2[C:25]([C:26]#[N:27])=[C:24]([CH3:28])[N:23]([C:29]3[CH:34]=[CH:33][CH:32]=[C:31]([C:35]([F:38])([F:37])[F:36])[CH:30]=3)[C:22](=[O:39])[N:21]2[CH3:40])=[C:15]([S:17]([CH2:3][C:4]2[N:5]=[CH:6][S:7][CH:8]=2)(=[O:19])=[O:18])[CH:16]=1)#[N:10]. (3) Given the reactants [CH3:1][O:2][C:3]1[CH:22]=[CH:21][C:6]([C:7]([CH:9]2[CH2:14][CH2:13][N:12]([CH:15]3[CH2:19][CH2:18][NH:17][C:16]3=[O:20])[CH2:11][CH2:10]2)=[O:8])=[CH:5][CH:4]=1.Br[CH2:24][C:25]1[CH:26]=[CH:27][C:28]([Cl:33])=[C:29]([CH:32]=1)[C:30]#[N:31].[H-].[Na+], predict the reaction product. The product is: [Cl:33][C:28]1[CH:27]=[CH:26][C:25]([CH2:24][N:17]2[CH2:18][CH2:19][CH:15]([N:12]3[CH2:13][CH2:14][CH:9]([C:7](=[O:8])[C:6]4[CH:5]=[CH:4][C:3]([O:2][CH3:1])=[CH:22][CH:21]=4)[CH2:10][CH2:11]3)[C:16]2=[O:20])=[CH:32][C:29]=1[C:30]#[N:31]. (4) Given the reactants [H-].[H-].[H-].[H-].[Li+].[Al+3].[CH:7]1([C:10]2[O:14][N:13]=[C:12]([C:15]3[CH:20]=[CH:19][CH:18]=[CH:17][C:16]=3[O:21][C:22]([F:25])([F:24])[F:23])[C:11]=2[C:26](OC)=[O:27])[CH2:9][CH2:8]1, predict the reaction product. The product is: [CH:7]1([C:10]2[O:14][N:13]=[C:12]([C:15]3[CH:20]=[CH:19][CH:18]=[CH:17][C:16]=3[O:21][C:22]([F:25])([F:23])[F:24])[C:11]=2[CH2:26][OH:27])[CH2:8][CH2:9]1. (5) The product is: [NH2:17][C:18]1[CH:23]=[CH:22][C:21]([O:24][C:2]2[CH:3]=[CH:4][C:5]3[N:6]([CH:8]=[C:9]([NH:11][C:12]([CH:14]4[CH2:16][CH2:15]4)=[O:13])[N:10]=3)[N:7]=2)=[CH:20][C:19]=1[N+:25]([O-:27])=[O:26]. Given the reactants I[C:2]1[CH:3]=[CH:4][C:5]2[N:6]([CH:8]=[C:9]([NH:11][C:12]([CH:14]3[CH2:16][CH2:15]3)=[O:13])[N:10]=2)[N:7]=1.[NH2:17][C:18]1[CH:23]=[CH:22][C:21]([OH:24])=[CH:20][C:19]=1[N+:25]([O-:27])=[O:26].C(=O)([O-])[O-].[K+].[K+].CN(C)C=O, predict the reaction product. (6) Given the reactants [C:1]([O:5][C:6](=[O:24])[CH:7]([NH:13][C:14]([O:16][CH2:17][C:18]1[CH:23]=[CH:22][CH:21]=[CH:20][CH:19]=1)=[O:15])[CH2:8][CH2:9][C:10](O)=[O:11])([CH3:4])([CH3:3])[CH3:2].C(N(CC)CC)C.ClC(OCC(C)C)=O, predict the reaction product. The product is: [C:1]([O:5][C:6](=[O:24])[CH:7]([NH:13][C:14]([O:16][CH2:17][C:18]1[CH:19]=[CH:20][CH:21]=[CH:22][CH:23]=1)=[O:15])[CH2:8][CH2:9][CH2:10][OH:11])([CH3:4])([CH3:2])[CH3:3]. (7) Given the reactants Cl[C:2]1[C:11]2[C:6](=[CH:7][C:8]([O:14][CH3:15])=[C:9]([O:12][CH3:13])[CH:10]=2)[N:5]=[CH:4][CH:3]=1.[OH2:16].Cl[C:18]1[CH:23]=[CH:22][CH:21]=[CH:20][C:19]=1Cl, predict the reaction product. The product is: [CH3:13][O:12][C:9]1[CH:10]=[C:11]2[C:6](=[CH:7][C:8]=1[O:14][CH3:15])[N:5]=[CH:4][CH:3]=[C:2]2[O:16][C:22]1[CH:21]=[CH:20][C:19]2[C:18](=[CH:11][CH:2]=[CH:3][CH:4]=2)[CH:23]=1.